Dataset: Catalyst prediction with 721,799 reactions and 888 catalyst types from USPTO. Task: Predict which catalyst facilitates the given reaction. (1) Reactant: [Br:1][C:2]1[CH:7]=[CH:6][C:5]([C:8](=O)[CH:9]=[CH:10][N:11](C)C)=[CH:4][CH:3]=1.[NH:15]([C:17]1[CH:22]=[CH:21][N:20]=[CH:19][CH:18]=1)N. Product: [Br:1][C:2]1[CH:3]=[CH:4][C:5]([C:8]2[N:15]([C:17]3[CH:22]=[CH:21][N:20]=[CH:19][CH:18]=3)[N:11]=[CH:10][CH:9]=2)=[CH:6][CH:7]=1. The catalyst class is: 52. (2) Reactant: [CH:1]1([N:4]2[C:13]3[C:8](=[CH:9][C:10]([N+:14]([O-])=O)=[CH:11][CH:12]=3)[C:7](=[O:17])[N:6]([CH2:18][CH3:19])[C:5]2=[O:20])[CH2:3]C1.[H][H].[C:23](OCC)(=O)C. Product: [NH2:14][C:10]1[CH:9]=[C:8]2[C:13](=[CH:12][CH:11]=1)[N:4]([CH2:1][CH3:3])[C:5](=[O:20])[N:6]([CH:18]1[CH2:19][CH2:23]1)[C:7]2=[O:17]. The catalyst class is: 45.